This data is from Reaction yield outcomes from USPTO patents with 853,638 reactions. The task is: Predict the reaction yield, written as a fraction of the theoretical maximum amount of product (1.0 means a 100% yield; for example, 0.34 means a 34% yield). (1) The reactants are [Cl:1][C:2]1[CH:7]=[C:6]([O:8][C:9]2[C:14]([CH3:15])=[CH:13][C:12]([N+:16]([O-])=O)=[CH:11][C:10]=2[CH3:19])[N:5]=[CH:4][N:3]=1.[Cl-].[NH4+]. The catalyst is C(O)C.[Fe]. The product is [Cl:1][C:2]1[N:3]=[CH:4][N:5]=[C:6]([O:8][C:9]2[C:14]([CH3:15])=[CH:13][C:12]([NH2:16])=[CH:11][C:10]=2[CH3:19])[CH:7]=1. The yield is 0.610. (2) The reactants are [C:1]([O:5][C:6]([N:8]1[CH2:12][CH2:11][C@@H:10]([N:13]2[C:17]3[N:18]=[CH:19][N:20]=[C:21]([NH2:22])[C:16]=3[C:15]([C:23]3[CH:28]=[CH:27][C:26]([O:29][C:30]4[CH:35]=[CH:34][CH:33]=[CH:32][CH:31]=4)=[CH:25][CH:24]=3)=[CH:14]2)[CH2:9]1)=[O:7])([CH3:4])([CH3:3])[CH3:2].[B-](F)(F)(F)[F:37].[B-](F)(F)(F)F.C1[N+]2(CCl)CC[N+](F)(CC2)C1. The catalyst is CC#N. The product is [NH2:22][C:21]1[C:16]2[C:15]([C:23]3[CH:24]=[CH:25][C:26]([O:29][C:30]4[CH:35]=[CH:34][CH:33]=[CH:32][CH:31]=4)=[CH:27][CH:28]=3)=[C:14]([F:37])[N:13]([C@@H:10]3[CH2:11][CH2:12][N:8]([C:6]([O:5][C:1]([CH3:4])([CH3:2])[CH3:3])=[O:7])[CH2:9]3)[C:17]=2[N:18]=[CH:19][N:20]=1. The yield is 0.170. (3) The reactants are [CH2:1]([C:3]1[CH:4]=[C:5]2[C:9](=[CH:10][CH:11]=1)[N:8](S(C1C=CC=CC=1)(=O)=O)[CH2:7][CH2:6]2)[CH3:2].[OH-].[Na+]. The catalyst is Br. The product is [CH2:1]([C:3]1[CH:4]=[C:5]2[C:9](=[CH:10][CH:11]=1)[NH:8][CH2:7][CH2:6]2)[CH3:2]. The yield is 0.320. (4) The reactants are Cl[C:2]1[C:7]([C:8]#[N:9])=[CH:6][N:5]=[CH:4][C:3]=1[C:10]1[CH:15]=[CH:14][C:13]([O:16][CH3:17])=[C:12]([O:18][CH2:19][CH2:20][O:21][CH3:22])[CH:11]=1.[NH2:23][C:24]1[CH:32]=[CH:31][CH:30]=[C:29]2[C:25]=1[CH:26]=[CH:27][NH:28]2.CN(C1C(C2C(P(C3CCCCC3)C3CCCCC3)=CC=CC=2)=CC=CC=1)C.[O-]P([O-])([O-])=O.[K+].[K+].[K+]. The catalyst is COCCOC.C1C=CC(/C=C/C(/C=C/C2C=CC=CC=2)=O)=CC=1.C1C=CC(/C=C/C(/C=C/C2C=CC=CC=2)=O)=CC=1.C1C=CC(/C=C/C(/C=C/C2C=CC=CC=2)=O)=CC=1.[Pd].[Pd]. The product is [NH:28]1[C:29]2[C:25](=[C:24]([NH:23][C:2]3[C:7]([C:8]#[N:9])=[CH:6][N:5]=[CH:4][C:3]=3[C:10]3[CH:15]=[CH:14][C:13]([O:16][CH3:17])=[C:12]([O:18][CH2:19][CH2:20][O:21][CH3:22])[CH:11]=3)[CH:32]=[CH:31][CH:30]=2)[CH:26]=[CH:27]1. The yield is 0.330. (5) The reactants are [H-].[Na+].[CH2:3]([O:10][C:11]1[CH:12]=[C:13]2[C:18](=[CH:19][CH:20]=1)[C:17]([OH:21])=[C:16]([Br:22])[CH:15]=[CH:14]2)[C:4]1[CH:9]=[CH:8][CH:7]=[CH:6][CH:5]=1.[CH3:23][S:24](Cl)(=[O:26])=[O:25].C(=O)(O)[O-].[Na+]. The catalyst is C1COCC1.O. The product is [CH2:3]([O:10][C:11]1[CH:12]=[C:13]2[C:18](=[CH:19][CH:20]=1)[C:17]([O:21][S:24]([CH3:23])(=[O:26])=[O:25])=[C:16]([Br:22])[CH:15]=[CH:14]2)[C:4]1[CH:5]=[CH:6][CH:7]=[CH:8][CH:9]=1. The yield is 0.800. (6) The reactants are C([CH:8]1[CH2:13][CH2:12][N:11](N)[CH2:10][CH2:9]1)(OC(C)(C)C)=O.CC[N:17](CC)CC.[C:22]([O:25]C(=O)C)(=O)[CH3:23].Cl.O1CCOCC1. The catalyst is C(Cl)Cl.CO. The product is [NH2:17][CH:8]1[CH2:9][CH2:10][N:11]([C:22](=[O:25])[CH3:23])[CH2:12][CH2:13]1. The yield is 0.550. (7) The reactants are [Cl:1][C:2]1[CH:9]=[C:8]([OH:10])[CH:7]=[C:6]([Cl:11])[C:3]=1[CH:4]=[O:5].[C:12](=O)([O-])[O-].[K+].[K+].CI. The catalyst is CN(C=O)C.O.C(OCC)(=O)C. The product is [Cl:1][C:2]1[CH:9]=[C:8]([O:10][CH3:12])[CH:7]=[C:6]([Cl:11])[C:3]=1[CH:4]=[O:5]. The yield is 0.870.